Dataset: Forward reaction prediction with 1.9M reactions from USPTO patents (1976-2016). Task: Predict the product of the given reaction. Given the reactants [CH:1]1([C:6]2[CH:7]=[C:8]([CH:12]=[C:13]([O:15][CH3:16])[N:14]=2)[C:9]([OH:11])=O)[CH2:5][CH2:4][CH2:3][CH2:2]1.[Cl:17][C:18]1[CH:19]=[C:20]([CH:25]=[C:26]([O:35][CH3:36])[C:27]=1[O:28][CH2:29][CH:30](OC)OC)[C:21](=[NH:24])[NH:22]O.[NH:37]1[CH2:40][CH:39]([C:41]([O:43]CC)=[O:42])[CH2:38]1, predict the reaction product. The product is: [Cl:17][C:18]1[CH:19]=[C:20]([C:21]2[N:22]=[C:9]([C:8]3[CH:12]=[C:13]([O:15][CH3:16])[N:14]=[C:6]([CH:1]4[CH2:2][CH2:3][CH2:4][CH2:5]4)[CH:7]=3)[O:11][N:24]=2)[CH:25]=[C:26]([O:35][CH3:36])[C:27]=1[O:28][CH2:29][CH2:30][N:37]1[CH2:40][CH:39]([C:41]([OH:43])=[O:42])[CH2:38]1.